This data is from NCI-60 drug combinations with 297,098 pairs across 59 cell lines. The task is: Regression. Given two drug SMILES strings and cell line genomic features, predict the synergy score measuring deviation from expected non-interaction effect. (1) Drug 1: C1=CC(=CC=C1C#N)C(C2=CC=C(C=C2)C#N)N3C=NC=N3. Drug 2: C1CC(C1)(C(=O)O)C(=O)O.[NH2-].[NH2-].[Pt+2]. Cell line: HOP-62. Synergy scores: CSS=8.92, Synergy_ZIP=-3.54, Synergy_Bliss=-4.55, Synergy_Loewe=-12.2, Synergy_HSA=-5.84. (2) Drug 1: CS(=O)(=O)OCCCCOS(=O)(=O)C. Drug 2: CC(C)(C#N)C1=CC(=CC(=C1)CN2C=NC=N2)C(C)(C)C#N. Cell line: K-562. Synergy scores: CSS=1.62, Synergy_ZIP=5.85, Synergy_Bliss=18.0, Synergy_Loewe=-2.42, Synergy_HSA=0.723. (3) Drug 1: C1=CC(=CC=C1CCC2=CNC3=C2C(=O)NC(=N3)N)C(=O)NC(CCC(=O)O)C(=O)O. Drug 2: C1=CC(=CC=C1C#N)C(C2=CC=C(C=C2)C#N)N3C=NC=N3. Cell line: UACC-257. Synergy scores: CSS=9.85, Synergy_ZIP=-2.51, Synergy_Bliss=2.60, Synergy_Loewe=-2.83, Synergy_HSA=2.28. (4) Drug 1: C1C(C(OC1N2C=NC3=C(N=C(N=C32)Cl)N)CO)O. Drug 2: CC(C)NC(=O)C1=CC=C(C=C1)CNNC.Cl. Cell line: NCI-H460. Synergy scores: CSS=25.5, Synergy_ZIP=-0.295, Synergy_Bliss=-1.45, Synergy_Loewe=-42.4, Synergy_HSA=-1.30. (5) Drug 1: COC1=NC(=NC2=C1N=CN2C3C(C(C(O3)CO)O)O)N. Drug 2: CC1C(C(CC(O1)OC2CC(CC3=C2C(=C4C(=C3O)C(=O)C5=CC=CC=C5C4=O)O)(C(=O)C)O)N)O. Cell line: CCRF-CEM. Synergy scores: CSS=47.9, Synergy_ZIP=-10.1, Synergy_Bliss=-12.0, Synergy_Loewe=-3.90, Synergy_HSA=-2.95. (6) Drug 1: CCC1=C2CN3C(=CC4=C(C3=O)COC(=O)C4(CC)O)C2=NC5=C1C=C(C=C5)O. Drug 2: CC(C)NC(=O)C1=CC=C(C=C1)CNNC.Cl. Cell line: SN12C. Synergy scores: CSS=6.04, Synergy_ZIP=0.288, Synergy_Bliss=0.529, Synergy_Loewe=-32.5, Synergy_HSA=-0.283. (7) Drug 2: C1=C(C(=O)NC(=O)N1)F. Drug 1: CC12CCC3C(C1CCC2=O)CC(=C)C4=CC(=O)C=CC34C. Cell line: MALME-3M. Synergy scores: CSS=48.6, Synergy_ZIP=3.22, Synergy_Bliss=3.42, Synergy_Loewe=3.94, Synergy_HSA=5.50. (8) Drug 1: C1=CC(=C(C=C1I)F)NC2=C(C=CC(=C2F)F)C(=O)NOCC(CO)O. Drug 2: CN1C=C(C=N1)C2=C3N=C(C(=C(N3N=C2)N)Br)C4CCCNC4. Cell line: T-47D. Synergy scores: CSS=13.0, Synergy_ZIP=10.1, Synergy_Bliss=12.0, Synergy_Loewe=5.34, Synergy_HSA=5.99. (9) Drug 1: C1=NC2=C(N=C(N=C2N1C3C(C(C(O3)CO)O)O)F)N. Drug 2: C(=O)(N)NO. Cell line: NCI/ADR-RES. Synergy scores: CSS=41.5, Synergy_ZIP=4.00, Synergy_Bliss=3.84, Synergy_Loewe=-10.3, Synergy_HSA=2.37. (10) Drug 1: CC(C)(C#N)C1=CC(=CC(=C1)CN2C=NC=N2)C(C)(C)C#N. Drug 2: N.N.Cl[Pt+2]Cl. Cell line: BT-549. Synergy scores: CSS=21.6, Synergy_ZIP=-5.64, Synergy_Bliss=-0.578, Synergy_Loewe=-4.29, Synergy_HSA=-3.89.